Task: Regression. Given two drug SMILES strings and cell line genomic features, predict the synergy score measuring deviation from expected non-interaction effect.. Dataset: NCI-60 drug combinations with 297,098 pairs across 59 cell lines Drug 1: CCCCC(=O)OCC(=O)C1(CC(C2=C(C1)C(=C3C(=C2O)C(=O)C4=C(C3=O)C=CC=C4OC)O)OC5CC(C(C(O5)C)O)NC(=O)C(F)(F)F)O. Drug 2: CC=C1C(=O)NC(C(=O)OC2CC(=O)NC(C(=O)NC(CSSCCC=C2)C(=O)N1)C(C)C)C(C)C. Cell line: DU-145. Synergy scores: CSS=56.3, Synergy_ZIP=1.20, Synergy_Bliss=0.323, Synergy_Loewe=-15.5, Synergy_HSA=0.208.